Regression. Given two drug SMILES strings and cell line genomic features, predict the synergy score measuring deviation from expected non-interaction effect. From a dataset of NCI-60 drug combinations with 297,098 pairs across 59 cell lines. (1) Drug 1: CS(=O)(=O)OCCCCOS(=O)(=O)C. Drug 2: CC(C)CN1C=NC2=C1C3=CC=CC=C3N=C2N. Cell line: SK-OV-3. Synergy scores: CSS=4.53, Synergy_ZIP=-2.08, Synergy_Bliss=-7.01, Synergy_Loewe=-0.491, Synergy_HSA=-5.23. (2) Drug 1: C1=CC(=CC=C1C#N)C(C2=CC=C(C=C2)C#N)N3C=NC=N3. Drug 2: COC1=NC(=NC2=C1N=CN2C3C(C(C(O3)CO)O)O)N. Cell line: NCI/ADR-RES. Synergy scores: CSS=-0.198, Synergy_ZIP=-0.687, Synergy_Bliss=-2.38, Synergy_Loewe=-3.82, Synergy_HSA=-3.26. (3) Synergy scores: CSS=12.5, Synergy_ZIP=-3.33, Synergy_Bliss=1.91, Synergy_Loewe=-17.7, Synergy_HSA=0.169. Drug 1: CN1CCC(CC1)COC2=C(C=C3C(=C2)N=CN=C3NC4=C(C=C(C=C4)Br)F)OC. Drug 2: C1=CC(=CC=C1CCC2=CNC3=C2C(=O)NC(=N3)N)C(=O)NC(CCC(=O)O)C(=O)O. Cell line: SK-MEL-2. (4) Drug 1: COC1=NC(=NC2=C1N=CN2C3C(C(C(O3)CO)O)O)N. Drug 2: C1=NC(=NC(=O)N1C2C(C(C(O2)CO)O)O)N. Cell line: A498. Synergy scores: CSS=15.5, Synergy_ZIP=-5.45, Synergy_Bliss=7.00, Synergy_Loewe=-12.2, Synergy_HSA=5.28. (5) Drug 1: CC1C(C(CC(O1)OC2CC(CC3=C2C(=C4C(=C3O)C(=O)C5=C(C4=O)C(=CC=C5)OC)O)(C(=O)CO)O)N)O.Cl. Drug 2: C1=NC2=C(N1)C(=S)N=CN2. Cell line: CCRF-CEM. Synergy scores: CSS=83.9, Synergy_ZIP=0.196, Synergy_Bliss=-0.175, Synergy_Loewe=-0.137, Synergy_HSA=3.14. (6) Drug 1: CNC(=O)C1=CC=CC=C1SC2=CC3=C(C=C2)C(=NN3)C=CC4=CC=CC=N4. Drug 2: COC1=C2C(=CC3=C1OC=C3)C=CC(=O)O2. Cell line: LOX IMVI. Synergy scores: CSS=0.639, Synergy_ZIP=-0.735, Synergy_Bliss=-1.94, Synergy_Loewe=-3.13, Synergy_HSA=-3.21. (7) Drug 1: CCC(=C(C1=CC=CC=C1)C2=CC=C(C=C2)OCCN(C)C)C3=CC=CC=C3.C(C(=O)O)C(CC(=O)O)(C(=O)O)O. Drug 2: CC1CCC2CC(C(=CC=CC=CC(CC(C(=O)C(C(C(=CC(C(=O)CC(OC(=O)C3CCCCN3C(=O)C(=O)C1(O2)O)C(C)CC4CCC(C(C4)OC)O)C)C)O)OC)C)C)C)OC. Cell line: SW-620. Synergy scores: CSS=1.97, Synergy_ZIP=1.56, Synergy_Bliss=4.39, Synergy_Loewe=1.18, Synergy_HSA=2.99. (8) Drug 1: C1=CN(C(=O)N=C1N)C2C(C(C(O2)CO)O)O.Cl. Drug 2: CCC1(C2=C(COC1=O)C(=O)N3CC4=CC5=C(C=CC(=C5CN(C)C)O)N=C4C3=C2)O.Cl. Cell line: SF-268. Synergy scores: CSS=30.3, Synergy_ZIP=-5.89, Synergy_Bliss=-3.83, Synergy_Loewe=-2.64, Synergy_HSA=-1.32. (9) Drug 1: CCC1(CC2CC(C3=C(CCN(C2)C1)C4=CC=CC=C4N3)(C5=C(C=C6C(=C5)C78CCN9C7C(C=CC9)(C(C(C8N6C=O)(C(=O)OC)O)OC(=O)C)CC)OC)C(=O)OC)O.OS(=O)(=O)O. Drug 2: C1=NC(=NC(=O)N1C2C(C(C(O2)CO)O)O)N. Cell line: TK-10. Synergy scores: CSS=18.7, Synergy_ZIP=-6.26, Synergy_Bliss=-0.550, Synergy_Loewe=-5.02, Synergy_HSA=-2.14.